This data is from Forward reaction prediction with 1.9M reactions from USPTO patents (1976-2016). The task is: Predict the product of the given reaction. (1) Given the reactants [CH3:1][N:2]1[CH:7]=[CH:6][CH:5]=[C:4]([CH3:8])[C:3]1=[O:9].[Br:10]N1C(=O)CCC1=O.C(OOC(=O)C1C=CC=CC=1)(=O)C1C=CC=CC=1, predict the reaction product. The product is: [Br:10][CH2:8][C:4]1[C:3](=[O:9])[N:2]([CH3:1])[CH:7]=[CH:6][CH:5]=1. (2) Given the reactants [OH:1][C:2]1[CH:9]=[CH:8][CH:7]=[CH:6][C:3]=1[C:4]#[N:5].C([O-])([O-])=O.[K+].[K+].Cl[CH2:17][C:18](=[O:20])[CH3:19], predict the reaction product. The product is: [NH2:5][C:4]1[C:3]2[CH:6]=[CH:7][CH:8]=[CH:9][C:2]=2[O:1][C:17]=1[C:18](=[O:20])[CH3:19].